This data is from Reaction yield outcomes from USPTO patents with 853,638 reactions. The task is: Predict the reaction yield, written as a fraction of the theoretical maximum amount of product (1.0 means a 100% yield; for example, 0.34 means a 34% yield). (1) The reactants are [N+:1]([C:4]1[CH:5]=[C:6]2[C:10](=[CH:11][CH:12]=1)[NH:9][C:8]([CH:13]([CH3:16])[CH2:14][OH:15])=[CH:7]2)([O-])=O.O.O.[Sn](Cl)(Cl)(Cl)Cl. The catalyst is C(O)C.C(OCC)(=O)C.O.C([O-])(O)=O.[Na+]. The product is [NH2:1][C:4]1[CH:5]=[C:6]2[C:10](=[CH:11][CH:12]=1)[NH:9][C:8]([CH:13]([CH3:16])[CH2:14][OH:15])=[CH:7]2. The yield is 0.820. (2) The reactants are Cl[C:2]1[CH:7]=[CH:6][C:5]([C@@H:8]2[CH2:12][CH2:11][CH2:10][N:9]2[CH3:13])=[CH:4][N:3]=1.C1(P(C2CCCCC2)C2C=CC=CC=2C2C=CC=CC=2)CCCCC1.[Li+].C[Si]([N-:44][Si](C)(C)C)(C)C.[NH4+].[Cl-]. The catalyst is CCOC(C)=O.C1C=CC(/C=C/C(/C=C/C2C=CC=CC=2)=O)=CC=1.C1C=CC(/C=C/C(/C=C/C2C=CC=CC=2)=O)=CC=1.C1C=CC(/C=C/C(/C=C/C2C=CC=CC=2)=O)=CC=1.[Pd].[Pd].C1COCC1. The product is [CH3:13][N:9]1[CH2:10][CH2:11][CH2:12][C@H:8]1[C:5]1[CH:6]=[CH:7][C:2]([NH2:44])=[N:3][CH:4]=1. The yield is 0.990. (3) The reactants are [H-].[Al+3].[Li+].[H-].[H-].[H-].[CH2:7]([C:9]1[C:14]([C:15](OCC)=[O:16])=[CH:13][CH:12]=[CH:11][N:10]=1)[CH3:8]. The catalyst is C1COCC1. The product is [CH2:7]([C:9]1[C:14]([CH2:15][OH:16])=[CH:13][CH:12]=[CH:11][N:10]=1)[CH3:8]. The yield is 0.840. (4) The reactants are [N+:1]([C:4]1[CH:5]=[N:6][N:7]([CH2:9][CH2:10][C:11]([OH:13])=O)[CH:8]=1)([O-:3])=[O:2].C(N(C(C)C)CC)(C)C.[NH:23]1[CH2:28][CH2:27][CH2:26][CH2:25][CH2:24]1.ON1C2C=CC=CC=2N=N1.CN(C)CCCN=C=NCC.C(=O)(O)[O-].[Na+]. The catalyst is CN(C=O)C. The product is [N+:1]([C:4]1[CH:5]=[N:6][N:7]([CH2:9][CH2:10][C:11]([N:23]2[CH2:28][CH2:27][CH2:26][CH2:25][CH2:24]2)=[O:13])[CH:8]=1)([O-:3])=[O:2]. The yield is 1.00. (5) The reactants are Br[C:2]1[C:3]([F:28])=[C:4]([N:8]2[CH:13]=[C:12]([O:14][CH3:15])[C:11](=[O:16])[C:10]([C:17]3[N:21]([C:22]4[CH:27]=[CH:26][CH:25]=[CH:24][CH:23]=4)[N:20]=[CH:19][CH:18]=3)=[N:9]2)[CH:5]=[CH:6][CH:7]=1.Cl.[F:30][C:31]1([F:38])[C:35]([F:37])([F:36])[CH2:34][NH:33][CH2:32]1.CC(C)([O-])C.[Na+].CC1(C)C2C(=C(P(C3C=CC=CC=3)C3C=CC=CC=3)C=CC=2)OC2C(P(C3C=CC=CC=3)C3C=CC=CC=3)=CC=CC1=2.C([O-])(O)=O.[Na+]. The catalyst is O1CCOCC1.C1C=CC(/C=C/C(/C=C/C2C=CC=CC=2)=O)=CC=1.C1C=CC(/C=C/C(/C=C/C2C=CC=CC=2)=O)=CC=1.C1C=CC(/C=C/C(/C=C/C2C=CC=CC=2)=O)=CC=1.[Pd].[Pd]. The product is [F:28][C:3]1[C:2]([N:33]2[CH2:34][C:35]([F:37])([F:36])[C:31]([F:38])([F:30])[CH2:32]2)=[CH:7][CH:6]=[CH:5][C:4]=1[N:8]1[CH:13]=[C:12]([O:14][CH3:15])[C:11](=[O:16])[C:10]([C:17]2[N:21]([C:22]3[CH:27]=[CH:26][CH:25]=[CH:24][CH:23]=3)[N:20]=[CH:19][CH:18]=2)=[N:9]1. The yield is 0.380. (6) The product is [OH:15][CH2:14][CH2:13][NH:12][CH2:11][CH2:10][O:9][CH2:8][CH:16]([OH:4])[CH2:19][CH2:18][CH2:17][CH:20]([CH2:21][CH2:22][CH3:23])[CH2:27][CH2:28][CH3:29]. The yield is 0.900. The reactants are CC(C)([O-:4])C.[K+].C[C:8]1([CH3:16])[N:12]([CH2:13][CH2:14][OH:15])[CH2:11][CH2:10][O:9]1.[CH2:17]([CH:20]([CH2:27][CH2:28][CH3:29])[CH2:21][CH2:22][CH2:23]C1CO1)[CH2:18][CH3:19]. The catalyst is C(OCC)C. (7) The reactants are [C:1]([C:3]1[CH:8]=[CH:7][C:6]([N:9]2[C@H:13]3[CH2:14][CH2:15][CH2:16][CH2:17][C@@H:12]3[N:11]([C:18]3[CH:26]=[CH:25][C:21]([C:22]([OH:24])=O)=[C:20]([CH3:27])[CH:19]=3)[C:10]2=[O:28])=[CH:5][C:4]=1[C:29]([F:32])([F:31])[F:30])#[N:2].[Cl-].[NH4+:34]. The yield is 0.220. No catalyst specified. The product is [C:1]([C:3]1[CH:8]=[CH:7][C:6]([N:9]2[C@H:13]3[CH2:14][CH2:15][CH2:16][CH2:17][C@@H:12]3[N:11]([C:18]3[CH:26]=[CH:25][C:21]([C:22]([NH2:34])=[O:24])=[C:20]([CH3:27])[CH:19]=3)[C:10]2=[O:28])=[CH:5][C:4]=1[C:29]([F:32])([F:30])[F:31])#[N:2].